From a dataset of Reaction yield outcomes from USPTO patents with 853,638 reactions. Predict the reaction yield, written as a fraction of the theoretical maximum amount of product (1.0 means a 100% yield; for example, 0.34 means a 34% yield). (1) The reactants are CCCC[N+](CCCC)(CCCC)CCCC.[F-].[C:19]([Si](C)(C)C)#[C:20][CH2:21][CH3:22].[F:27][C:28]1[CH:29]=[C:30](I)[CH:31]=[C:32]2[C:36]=1[N:35]([C:37]([O:39][C:40]([CH3:43])([CH3:42])[CH3:41])=[O:38])[CH:34]=[CH:33]2. The catalyst is C(OCC)(=O)C.C1C=CC([P]([Pd]([P](C2C=CC=CC=2)(C2C=CC=CC=2)C2C=CC=CC=2)([P](C2C=CC=CC=2)(C2C=CC=CC=2)C2C=CC=CC=2)[P](C2C=CC=CC=2)(C2C=CC=CC=2)C2C=CC=CC=2)(C2C=CC=CC=2)C2C=CC=CC=2)=CC=1.[Cu]I. The product is [C:19]([C:30]1[CH:31]=[C:32]2[C:36](=[C:28]([F:27])[CH:29]=1)[N:35]([C:37]([O:39][C:40]([CH3:43])([CH3:42])[CH3:41])=[O:38])[CH:34]=[CH:33]2)#[C:20][CH2:21][CH3:22]. The yield is 0.910. (2) The reactants are [C:1]([O:5][C:6]([N:8]1[CH:12]([C:13]([OH:15])=O)[CH2:11][S:10][C:9]1([CH3:17])[CH3:16])=[O:7])([CH3:4])([CH3:3])[CH3:2].CN([C:21]([O:25][N:26]1N=NC2C=CC=N[C:27]1=2)=[N+](C)C)C.F[P-](F)(F)(F)(F)F.C1C=NC2N(O)N=NC=2C=1.Cl.CNOC.C(N(CC)C(C)C)C. The catalyst is CN(C=O)C. The product is [CH3:21][O:25][N:26]([CH3:27])[C:13]([CH:12]1[CH2:11][S:10][C:9]([CH3:17])([CH3:16])[N:8]1[C:6]([O:5][C:1]([CH3:2])([CH3:3])[CH3:4])=[O:7])=[O:15]. The yield is 0.840. (3) The reactants are Cl.Cl.[F:3][CH2:4][CH2:5][O:6][C:7]1[CH:8]=[C:9]([N:14]2[CH2:19][CH2:18][NH:17][C@@H:16]([CH3:20])[CH2:15]2)[CH:10]=[CH:11][C:12]=1[Cl:13].[NH:21]1[CH:25]=[CH:24][N:23]=[C:22]1[C:26]1[C:34]2[C:29](=[N:30][CH:31]=[CH:32][CH:33]=2)[N:28]([CH2:35][C:36](O)=[O:37])[N:27]=1.CN(C(ON1N=NC2C=CC=CC1=2)=[N+](C)C)C.F[P-](F)(F)(F)(F)F.CCN(C(C)C)C(C)C. The catalyst is CCOC(C)=O.CN(C=O)C. The product is [NH:21]1[CH:25]=[CH:24][N:23]=[C:22]1[C:26]1[C:34]2[C:29](=[N:30][CH:31]=[CH:32][CH:33]=2)[N:28]([CH2:35][C:36]([N:17]2[CH2:18][CH2:19][N:14]([C:9]3[CH:10]=[CH:11][C:12]([Cl:13])=[C:7]([O:6][CH2:5][CH2:4][F:3])[CH:8]=3)[CH2:15][C@@H:16]2[CH3:20])=[O:37])[N:27]=1. The yield is 0.130. (4) The reactants are C(=O)([O-])[O-].[Cs+].[Cs+].Br[C:8]1[CH:13]=[CH:12][C:11]([Cl:14])=[CH:10][N:9]=1.C(OCC)(=O)[CH2:16][C:17]([O:19][CH2:20][CH3:21])=[O:18].N1C=CC=CC=1C(O)=O. The catalyst is O1CCOCC1.[Cu-]=O. The product is [Cl:14][C:11]1[CH:12]=[CH:13][C:8]([CH2:16][C:17]([O:19][CH2:20][CH3:21])=[O:18])=[N:9][CH:10]=1. The yield is 0.540. (5) The reactants are [Cl:1][C:2]1[CH:7]=[CH:6][C:5]([C:8]2[C:12]([C:13]3[CH:18]=[CH:17][N:16]=[CH:15][CH:14]=3)=[C:11]([N:19]3[CH2:24][CH2:23][NH:22][CH2:21][CH2:20]3)[NH:10][N:9]=2)=[CH:4][CH:3]=1.[C:25]1(=[O:31])[O:30][C:28](=[O:29])[CH2:27][CH2:26]1. The catalyst is CN(C)C1C=CN=CC=1. The product is [OH2:29].[OH2:29].[Cl:1][C:2]1[CH:7]=[CH:6][C:5]([C:8]2[NH:9][N:10]=[C:11]([N:19]3[CH2:20][CH2:21][N:22]([C:25](=[O:31])[CH2:26][CH2:27][C:28]([OH:30])=[O:29])[CH2:23][CH2:24]3)[C:12]=2[C:13]2[CH:14]=[CH:15][N:16]=[CH:17][CH:18]=2)=[CH:4][CH:3]=1. The yield is 0.580. (6) The reactants are Br[C:2]1[CH:9]=[CH:8][C:5]([C:6]#[N:7])=[CH:4][CH:3]=1.Cl.[CH3:11][N:12](C)[OH:13].[C:15]([O-])([O-])=O.[Cs+].[Cs+]. The catalyst is O1CCOCC1.CC([O-])=O.CC([O-])=O.[Pd+2].CC1(C)C2C(=C(P(C3C=CC=CC=3)C3C=CC=CC=3)C=CC=2)OC2C(P(C3C=CC=CC=3)C3C=CC=CC=3)=CC=CC1=2. The product is [CH3:15][O:13][N:12]([CH3:11])[C:2]1[CH:9]=[CH:8][C:5]([C:6]#[N:7])=[CH:4][CH:3]=1. The yield is 0.920. (7) The reactants are [H-].[Na+].[CH2:3]([OH:10])[C:4]1[CH:9]=[CH:8][CH:7]=[CH:6][CH:5]=1.[N+]([C:14]1[CH:19]=[CH:18][N+:17]([O-:20])=[CH:16][CH:15]=1)([O-])=O. The catalyst is CN(C=O)C. The product is [CH2:3]([O:10][C:14]1[CH:19]=[CH:18][N+:17]([O-:20])=[CH:16][CH:15]=1)[C:4]1[CH:9]=[CH:8][CH:7]=[CH:6][CH:5]=1. The yield is 0.690. (8) The reactants are P(Br)(Br)[Br:2].[Cl:5][C:6]1[C:7]([CH3:14])=[C:8]([CH2:12]O)[CH:9]=[CH:10][CH:11]=1. The catalyst is C1(C)C=CC=CC=1. The product is [Br:2][CH2:12][C:8]1[CH:9]=[CH:10][CH:11]=[C:6]([Cl:5])[C:7]=1[CH3:14]. The yield is 0.710.